This data is from Catalyst prediction with 721,799 reactions and 888 catalyst types from USPTO. The task is: Predict which catalyst facilitates the given reaction. (1) Reactant: [F:1][C:2]([F:36])([F:35])[C:3]1[CH:4]=[C:5]([C:9]2[CH:20]=[C:19]([CH:21]([N:23]([CH3:34])[S:24]([C:27]3[CH:32]=[CH:31][C:30]([F:33])=[CH:29][CH:28]=3)(=[O:26])=[O:25])[CH3:22])[CH:18]=[CH:17][C:10]=2[O:11][CH2:12][C:13]([O:15]C)=[O:14])[CH:6]=[CH:7][CH:8]=1.[OH-].[Li+]. Product: [F:36][C:2]([F:1])([F:35])[C:3]1[CH:4]=[C:5]([C:9]2[CH:20]=[C:19]([CH:21]([N:23]([CH3:34])[S:24]([C:27]3[CH:28]=[CH:29][C:30]([F:33])=[CH:31][CH:32]=3)(=[O:26])=[O:25])[CH3:22])[CH:18]=[CH:17][C:10]=2[O:11][CH2:12][C:13]([OH:15])=[O:14])[CH:6]=[CH:7][CH:8]=1. The catalyst class is: 24. (2) Reactant: [C:1]1([C:7]2[CH:24]=[CH:23][C:10]3[C:11]([CH:21]=[CH2:22])(O)[C:12]4[CH:19]=[CH:18][CH:17]=[CH:16][C:13]=4[CH2:14][CH2:15][C:9]=3[CH:8]=2)[CH:6]=[CH:5][CH:4]=[CH:3][CH:2]=1.[BrH:25]. Product: [C:1]1([C:7]2[CH:24]=[CH:23][C:10]3[C:11](=[CH:21][CH2:22][Br:25])[C:12]4[CH:19]=[CH:18][CH:17]=[CH:16][C:13]=4[CH2:14][CH2:15][C:9]=3[CH:8]=2)[CH:6]=[CH:5][CH:4]=[CH:3][CH:2]=1. The catalyst class is: 15. (3) Reactant: [Cl:1][C:2]1[CH:7]=[CH:6][C:5]([CH2:8][C@@H:9]([NH:29][C:30]([C@@H:32]2[C@@H:36]([C:37]3[CH:42]=[CH:41][CH:40]=[CH:39][CH:38]=3)[CH2:35][CH2:34][N:33]2C(OCC2C3C=CC=CC=3C3C2=CC=CC=3)=O)=[O:31])[C:10]([N:12]2[CH2:17][CH2:16][CH:15]([C:18]3[CH:23]=[CH:22][CH:21]=[CH:20][C:19]=3[NH:24][S:25]([CH3:28])(=[O:27])=[O:26])[CH2:14][CH2:13]2)=[O:11])=[CH:4][CH:3]=1.C(S)CCCCCCC.N12CCCN=C1CCCCC2. Product: [Cl:1][C:2]1[CH:7]=[CH:6][C:5]([CH2:8][C@@H:9]([NH:29][C:30]([C@@H:32]2[C@@H:36]([C:37]3[CH:38]=[CH:39][CH:40]=[CH:41][CH:42]=3)[CH2:35][CH2:34][NH:33]2)=[O:31])[C:10]([N:12]2[CH2:13][CH2:14][CH:15]([C:18]3[CH:23]=[CH:22][CH:21]=[CH:20][C:19]=3[NH:24][S:25]([CH3:28])(=[O:26])=[O:27])[CH2:16][CH2:17]2)=[O:11])=[CH:4][CH:3]=1. The catalyst class is: 1.